This data is from Catalyst prediction with 721,799 reactions and 888 catalyst types from USPTO. The task is: Predict which catalyst facilitates the given reaction. (1) Reactant: [C:1]([O:5][C:6]([N:8]1[CH2:13][CH2:12][N:11]([C:14]2[CH:23]=[C:22]3[C:17]([C:18](=[O:30])[C:19]([C:27]([OH:29])=[O:28])=[CH:20][N:21]3[CH:24]3[CH2:26][CH2:25]3)=[CH:16][C:15]=2[F:31])[CH2:10][CH2:9]1)=[O:7])([CH3:4])([CH3:3])[CH3:2].Br[CH2:33][C:34]([NH:36][CH:37]([P:46](=[O:53])([O:50][CH2:51][CH3:52])[O:47][CH2:48][CH3:49])[P:38](=[O:45])([O:42][CH2:43][CH3:44])[O:39][CH2:40][CH3:41])=[O:35].C([O-])([O-])=O.[Cs+].[Cs+]. Product: [C:1]([O:5][C:6]([N:8]1[CH2:9][CH2:10][N:11]([C:14]2[CH:23]=[C:22]3[C:17]([C:18](=[O:30])[C:19]([C:27]([O:29][CH2:33][C:34](=[O:35])[NH:36][CH:37]([P:46]([O:47][CH2:48][CH3:49])([O:50][CH2:51][CH3:52])=[O:53])[P:38]([O:39][CH2:40][CH3:41])([O:42][CH2:43][CH3:44])=[O:45])=[O:28])=[CH:20][N:21]3[CH:24]3[CH2:25][CH2:26]3)=[CH:16][C:15]=2[F:31])[CH2:12][CH2:13]1)=[O:7])([CH3:4])([CH3:2])[CH3:3]. The catalyst class is: 6. (2) Reactant: [C:1]([C:5]1[N:6]=[C:7]2[C:12]([C:13](OCC)=[O:14])=[CH:11][CH:10]=[CH:9][N:8]2[CH:18]=1)([CH3:4])([CH3:3])[CH3:2]. Product: [C:1]([C:5]1[N:6]=[C:7]2[C:12]([CH2:13][OH:14])=[CH:11][CH:10]=[CH:9][N:8]2[CH:18]=1)([CH3:4])([CH3:2])[CH3:3]. The catalyst class is: 53. (3) Reactant: [O:1]1[CH2:5][CH2:4][CH:3]([O:6][C:7]2[CH:14]=[CH:13][C:10]([CH:11]=O)=[CH:9][CH:8]=2)[CH2:2]1.[C:15](#[N:19])[CH2:16][C:17]#[N:18].CN1CCOCC1. Product: [O:1]1[CH2:5][CH2:4][CH:3]([O:6][C:7]2[CH:14]=[CH:13][C:10]([CH:11]=[C:16]([C:15]#[N:19])[C:17]#[N:18])=[CH:9][CH:8]=2)[CH2:2]1. The catalyst class is: 8. (4) Reactant: Cl.[CH2:2]([O:9][C:10](=[O:16])[C@H:11]1[CH2:15][CH2:14][CH2:13][NH:12]1)[C:3]1[CH:8]=[CH:7][CH:6]=[CH:5][CH:4]=1.[C:17]1([C:26]([OH:28])=O)[CH:22]=[CH:21][C:20]([C:23]([OH:25])=O)=[CH:19][CH:18]=1. Product: [CH2:2]([O:9][C:10]([C@H:11]1[CH2:15][CH2:14][CH2:13][N:12]1[C:26](=[O:28])[C:17]1[CH:18]=[CH:19][C:20]([C:23]([N:12]2[CH2:13][CH2:14][CH2:15][C@@H:11]2[C:10]([O:9][CH2:2][C:3]2[CH:8]=[CH:7][CH:6]=[CH:5][CH:4]=2)=[O:16])=[O:25])=[CH:21][CH:22]=1)=[O:16])[C:3]1[CH:4]=[CH:5][CH:6]=[CH:7][CH:8]=1. The catalyst class is: 25.